Dataset: Peptide-MHC class I binding affinity with 185,985 pairs from IEDB/IMGT. Task: Regression. Given a peptide amino acid sequence and an MHC pseudo amino acid sequence, predict their binding affinity value. This is MHC class I binding data. (1) The peptide sequence is TMNVTTHKY. The MHC is HLA-A01:01 with pseudo-sequence HLA-A01:01. The binding affinity (normalized) is 0.512. (2) The peptide sequence is YMYAVSGAL. The MHC is HLA-B39:01 with pseudo-sequence HLA-B39:01. The binding affinity (normalized) is 0.936. (3) The peptide sequence is RGYSFTTT. The MHC is H-2-Kb with pseudo-sequence H-2-Kb. The binding affinity (normalized) is 0.348.